This data is from Forward reaction prediction with 1.9M reactions from USPTO patents (1976-2016). The task is: Predict the product of the given reaction. (1) Given the reactants [Cl:1][C:2]1[N:7]=[C:6]([CH2:8][CH2:9][CH2:10][C:11](O)=O)[CH:5]=[CH:4][CH:3]=1.CN(C(O[N:22]1[N:30]=NC2C=CC=NC1=2)=[N+](C)C)C.F[P-](F)(F)(F)(F)F.[CH3:38][CH2:39][N:40](C(C)C)C(C)C.[C:47]12([CH2:57]S(O)(=O)=O)[C:54]([CH3:56])([CH3:55])[CH:51]([CH2:52][CH2:53]1)[CH2:50][C:48]2=O.[C:62]([O-:65])(O)=O.[Na+].[CH3:67]N(C=O)C, predict the reaction product. The product is: [C:54]([C:51]1[CH:50]=[CH:48][C:47]([CH2:57][N:22]2[C:62](=[O:65])[N:40]([CH2:39][CH3:38])[C:11]([CH2:10][CH2:9][CH2:8][C:6]3[CH:5]=[CH:4][CH:3]=[C:2]([Cl:1])[N:7]=3)=[N:30]2)=[CH:53][CH:52]=1)([CH3:55])([CH3:56])[CH3:67]. (2) Given the reactants [CH2:1]([O:8][CH2:9][C:10](Cl)=[O:11])[C:2]1[CH:7]=[CH:6][CH:5]=[CH:4][CH:3]=1.Cl.[CH3:14][C:15]1[CH:26]=[CH:25][C:18]([CH2:19][N:20]([C:22]([NH2:24])=[O:23])[NH2:21])=[CH:17][CH:16]=1.N1C=CC=CC=1, predict the reaction product. The product is: [CH2:1]([O:8][CH2:9][C:10]([NH:21][N:20]([CH2:19][C:18]1[CH:25]=[CH:26][C:15]([CH3:14])=[CH:16][CH:17]=1)[C:22]([NH2:24])=[O:23])=[O:11])[C:2]1[CH:7]=[CH:6][CH:5]=[CH:4][CH:3]=1.